This data is from Reaction yield outcomes from USPTO patents with 853,638 reactions. The task is: Predict the reaction yield, written as a fraction of the theoretical maximum amount of product (1.0 means a 100% yield; for example, 0.34 means a 34% yield). (1) The reactants are [F:1][C:2]1[CH:7]=[CH:6][CH:5]=[CH:4][C:3]=1[C:8](=[O:11])[CH2:9][CH3:10].[Br:12]Br. The catalyst is C(O)(=O)C. The product is [Br:12][CH:9]([CH3:10])[C:8]([C:3]1[CH:4]=[CH:5][CH:6]=[CH:7][C:2]=1[F:1])=[O:11]. The yield is 0.970. (2) The reactants are [Cl:1][C:2]1[CH:3]=[C:4]2[C:9](=[CH:10][CH:11]=1)[N:8]=[C:7]([C:12]([NH:14][C@H:15]1[CH2:19][CH2:18][NH:17][CH2:16]1)=[O:13])[N:6]=[CH:5]2.Cl[C:21]1[C:22]2[N:23]([CH:27]=[CH:28][CH:29]=2)[CH:24]=[CH:25][N:26]=1. The catalyst is C(N(C(C)C)CC)(C)C.F[B-](F)(F)F.C([N+]1C=CN(C)C=1)CCC. The product is [Cl:1][C:2]1[CH:3]=[C:4]2[C:9](=[CH:10][CH:11]=1)[N:8]=[C:7]([C:12]([NH:14][C@H:15]1[CH2:19][CH2:18][N:17]([C:21]3[C:22]4[N:23]([CH:27]=[CH:28][CH:29]=4)[CH:24]=[CH:25][N:26]=3)[CH2:16]1)=[O:13])[N:6]=[CH:5]2. The yield is 0.0600.